From a dataset of Catalyst prediction with 721,799 reactions and 888 catalyst types from USPTO. Predict which catalyst facilitates the given reaction. (1) Reactant: [N:1]1[CH:6]=[CH:5][CH:4]=[C:3]([C:7]2[C:12]([C:13]3[CH:18]=[CH:17][N:16]=[CH:15][CH:14]=3)=[CH:11][C:10]([NH2:19])=[C:9]([NH2:20])[N:8]=2)[CH:2]=1.[F:21][C:22]1[CH:29]=[CH:28][C:25]([CH:26]=O)=[CH:24][CH:23]=1. Product: [F:21][C:22]1[CH:29]=[CH:28][C:25]([C:26]2[NH:20][C:9]3=[N:8][C:7]([C:3]4[CH:2]=[N:1][CH:6]=[CH:5][CH:4]=4)=[C:12]([C:13]4[CH:18]=[CH:17][N:16]=[CH:15][CH:14]=4)[CH:11]=[C:10]3[N:19]=2)=[CH:24][CH:23]=1. The catalyst class is: 12. (2) Reactant: [CH:1]1([N:4]([CH2:39][C:40]2[CH:45]=[C:44]([CH2:46][CH2:47][CH2:48][O:49][CH3:50])[CH:43]=[C:42]([OH:51])[CH:41]=2)[C:5]([C@@H:7]2[C@@H:12]([C:13]3[CH:18]=[CH:17][C:16]([O:19][CH2:20][CH2:21][O:22][C:23]4[C:28]([Cl:29])=[CH:27][C:26]([CH3:30])=[CH:25][C:24]=4[Cl:31])=[CH:15][CH:14]=3)[CH2:11][CH2:10][N:9]([C:32]([O:34][C:35]([CH3:38])([CH3:37])[CH3:36])=[O:33])[CH2:8]2)=[O:6])[CH2:3][CH2:2]1.Br[CH2:53][CH2:54][CH2:55][C:56]#[N:57].C(=O)([O-])[O-].[Cs+].[Cs+]. Product: [C:56]([CH2:55][CH2:54][CH2:53][O:51][C:42]1[CH:41]=[C:40]([CH:45]=[C:44]([CH2:46][CH2:47][CH2:48][O:49][CH3:50])[CH:43]=1)[CH2:39][N:4]([CH:1]1[CH2:3][CH2:2]1)[C:5]([C@@H:7]1[C@@H:12]([C:13]2[CH:14]=[CH:15][C:16]([O:19][CH2:20][CH2:21][O:22][C:23]3[C:28]([Cl:29])=[CH:27][C:26]([CH3:30])=[CH:25][C:24]=3[Cl:31])=[CH:17][CH:18]=2)[CH2:11][CH2:10][N:9]([C:32]([O:34][C:35]([CH3:38])([CH3:37])[CH3:36])=[O:33])[CH2:8]1)=[O:6])#[N:57]. The catalyst class is: 31. (3) Reactant: Cl.[NH:2]1[C@H:6]([C:7]([O:9][CH2:10][C:11]2[CH:16]=[CH:15][CH:14]=[CH:13][CH:12]=2)=[O:8])[CH2:5][C@@H:4]2[CH2:17][CH2:18][CH2:19][C@H:3]12.[C:20](O[C:20]([O:22][C:23]([CH3:26])([CH3:25])[CH3:24])=[O:21])([O:22][C:23]([CH3:26])([CH3:25])[CH3:24])=[O:21].C(N(CC)C(C)C)(C)C. Product: [N:2]1([C:20]([O:22][C:23]([CH3:26])([CH3:25])[CH3:24])=[O:21])[C@H:6]([C:7]([O:9][CH2:10][C:11]2[CH:16]=[CH:15][CH:14]=[CH:13][CH:12]=2)=[O:8])[CH2:5][C@@H:4]2[CH2:17][CH2:18][CH2:19][C@H:3]12. The catalyst class is: 172. (4) Product: [O:28]1[CH2:29][CH2:30][CH2:31][N:25]([C:22]2[N:20]3[CH:21]=[C:16]([O:12][C@H:5]4[C:6]5[C:11](=[CH:10][CH:9]=[CH:8][CH:7]=5)[C@@H:2]([NH2:1])[CH2:3][CH2:4]4)[CH:17]=[CH:18][C:19]3=[N:24][N:23]=2)[CH2:26][CH2:27]1. Reactant: [NH2:1][C@@H:2]1[C:11]2[C:6](=[CH:7][CH:8]=[CH:9][CH:10]=2)[C@H:5]([OH:12])[CH2:4][CH2:3]1.[H-].[Na+].F[C:16]1[CH:17]=[CH:18][C:19]2[N:20]([C:22]([N:25]3[CH2:31][CH2:30][CH2:29][O:28][CH2:27][CH2:26]3)=[N:23][N:24]=2)[CH:21]=1. The catalyst class is: 18.